From a dataset of Forward reaction prediction with 1.9M reactions from USPTO patents (1976-2016). Predict the product of the given reaction. (1) Given the reactants [N+:1]([C:4]1[CH:9]=[CH:8][C:7]([C:10]2[CH:11]=[N:12][C:13]3[C:18]([N:19]=2)=[CH:17][C:16]([OH:20])=[CH:15][CH:14]=3)=[CH:6][CH:5]=1)([O-])=O.C(=O)([O-])[O-].[K+].[K+].[F:27][CH2:28][CH2:29]OS(C1C=CC(C)=CC=1)(=O)=O, predict the reaction product. The product is: [F:27][CH2:28][CH2:29][O:20][C:16]1[CH:17]=[C:18]2[C:13]([N:12]=[CH:11][C:10]([C:7]3[CH:8]=[CH:9][C:4]([NH2:1])=[CH:5][CH:6]=3)=[N:19]2)=[CH:14][CH:15]=1. (2) Given the reactants [Na+:1].C([O:9][C:10]1[CH:11]=[C:12]([NH:16][C:17]([C:19]2[N:23]([CH:24]([CH3:26])[CH3:25])[C:22]([CH:27]=[CH:28][C@@H:29]([OH:37])[CH2:30][C@@H:31]([OH:36])[CH2:32][C:33]([O-:35])=[O:34])=[C:21]([C:38]3[CH:43]=[CH:42][C:41]([F:44])=[CH:40][CH:39]=3)[C:20]=2[C:45]2[CH:50]=[CH:49][C:48]([F:51])=[CH:47][CH:46]=2)=[O:18])[CH:13]=[CH:14][CH:15]=1)C1C=CC=CC=1, predict the reaction product. The product is: [Na+:1].[F:44][C:41]1[CH:40]=[CH:39][C:38]([C:21]2[C:20]([C:45]3[CH:50]=[CH:49][C:48]([F:51])=[CH:47][CH:46]=3)=[C:19]([C:17](=[O:18])[NH:16][C:12]3[CH:13]=[CH:14][CH:15]=[C:10]([OH:9])[CH:11]=3)[N:23]([CH:24]([CH3:26])[CH3:25])[C:22]=2[CH2:27][CH2:28][C@@H:29]([OH:37])[CH2:30][C@@H:31]([OH:36])[CH2:32][C:33]([O-:35])=[O:34])=[CH:43][CH:42]=1. (3) Given the reactants [CH2:1]([C:4]1[N:8]([CH2:9][C:10]2[CH:15]=[CH:14][C:13]([C:16]3[CH:21]=[CH:20][CH:19]=[CH:18][C:17]=3[CH2:22][OH:23])=[CH:12][CH:11]=2)[C:7]2[CH:24]=[C:25]([C:29]3[N:30]=[CH:31][N:32]([CH3:34])[CH:33]=3)[CH:26]=[C:27]([CH3:28])[C:6]=2[N:5]=1)[CH2:2][CH3:3].[Mn]([O-])(=O)(=O)=[O:36].[K+], predict the reaction product. The product is: [CH2:1]([C:4]1[N:8]([CH2:9][C:10]2[CH:15]=[CH:14][C:13]([C:16]3[C:17]([C:22]([OH:36])=[O:23])=[CH:18][CH:19]=[CH:20][CH:21]=3)=[CH:12][CH:11]=2)[C:7]2[CH:24]=[C:25]([C:29]3[N:30]=[CH:31][N:32]([CH3:34])[CH:33]=3)[CH:26]=[C:27]([CH3:28])[C:6]=2[N:5]=1)[CH2:2][CH3:3]. (4) Given the reactants [O:1]1[C:6]2[CH:7]=[CH:8][C:9]([NH2:11])=[CH:10][C:5]=2[O:4][CH2:3][CH2:2]1.[I:12][C:13]1[CH:18]=[CH:17][C:16]([S:19](Cl)(=[O:21])=[O:20])=[CH:15][CH:14]=1.O1C2C=CC(NS(C3C=CC(CCC(OC)=O)=CC=3)(=O)=O)=CC=2OC1, predict the reaction product. The product is: [O:1]1[CH2:2][CH2:3][O:4][C:5]2[CH:10]=[C:9]([NH:11][S:19]([C:16]3[CH:17]=[CH:18][C:13]([I:12])=[CH:14][CH:15]=3)(=[O:21])=[O:20])[CH:8]=[CH:7][C:6]1=2. (5) Given the reactants [Li][CH3:2].[C:3]([CH:7]1[CH2:12][CH2:11][C:10](=[O:13])[CH:9]=[CH:8]1)([CH3:6])([CH3:5])[CH3:4], predict the reaction product. The product is: [C:3]([CH:7]1[CH2:12][CH2:11][C:10](=[O:13])[CH:9]=[C:8]1[CH3:2])([CH3:6])([CH3:4])[CH3:5]. (6) Given the reactants I[C:2]1[CH:3]=[CH:4][C:5]2[N:6]([CH:8]=[C:9]([NH:11][C:12]([CH:14]3[CH2:16][CH2:15]3)=[O:13])[N:10]=2)[N:7]=1.[NH2:17][C:18]1[CH:19]=[C:20]([OH:25])[CH:21]=[CH:22][C:23]=1[CH3:24].C(=O)([O-])[O-].[K+].[K+], predict the reaction product. The product is: [NH2:17][C:18]1[CH:19]=[C:20]([CH:21]=[CH:22][C:23]=1[CH3:24])[O:25][C:2]1[CH:3]=[CH:4][C:5]2[N:6]([CH:8]=[C:9]([NH:11][C:12]([CH:14]3[CH2:16][CH2:15]3)=[O:13])[N:10]=2)[N:7]=1. (7) Given the reactants [O:1]1[CH2:6][CH:5]=[C:4]([C:7]2[C:8]([O:13][CH:14]3[CH2:17][CH:16]([NH:18][C:19](=[O:25])[O:20][C:21]([CH3:24])([CH3:23])[CH3:22])[CH2:15]3)=[N:9][CH:10]=[CH:11][CH:12]=2)[CH2:3][CH2:2]1, predict the reaction product. The product is: [O:1]1[CH2:2][CH2:3][CH:4]([C:7]2[C:8]([O:13][CH:14]3[CH2:15][CH:16]([NH:18][C:19](=[O:25])[O:20][C:21]([CH3:23])([CH3:22])[CH3:24])[CH2:17]3)=[N:9][CH:10]=[CH:11][CH:12]=2)[CH2:5][CH2:6]1. (8) Given the reactants [NH2:1][C:2]1[CH:3]=[CH:4][C:5]([F:17])=[C:6]([C@:8]2([CH3:16])[C@@H:13]([F:14])[CH2:12][O:11][C:10]([NH2:15])=[N:9]2)[CH:7]=1.[F:18][CH:19]([F:29])[C:20]1[CH:21]=[CH:22][C:23]([C:26](O)=[O:27])=[N:24][CH:25]=1, predict the reaction product. The product is: [NH2:15][C:10]1[O:11][CH2:12][C@H:13]([F:14])[C@:8]([C:6]2[CH:7]=[C:2]([NH:1][C:26]([C:23]3[CH:22]=[CH:21][C:20]([CH:19]([F:29])[F:18])=[CH:25][N:24]=3)=[O:27])[CH:3]=[CH:4][C:5]=2[F:17])([CH3:16])[N:9]=1.